This data is from NCI-60 drug combinations with 297,098 pairs across 59 cell lines. The task is: Regression. Given two drug SMILES strings and cell line genomic features, predict the synergy score measuring deviation from expected non-interaction effect. (1) Drug 1: CC1CCC2CC(C(=CC=CC=CC(CC(C(=O)C(C(C(=CC(C(=O)CC(OC(=O)C3CCCCN3C(=O)C(=O)C1(O2)O)C(C)CC4CCC(C(C4)OC)O)C)C)O)OC)C)C)C)OC. Drug 2: C1CN1C2=NC(=NC(=N2)N3CC3)N4CC4. Cell line: M14. Synergy scores: CSS=21.1, Synergy_ZIP=-0.0478, Synergy_Bliss=3.18, Synergy_Loewe=-2.44, Synergy_HSA=2.52. (2) Drug 1: COC1=NC(=NC2=C1N=CN2C3C(C(C(O3)CO)O)O)N. Drug 2: C(CCl)NC(=O)N(CCCl)N=O. Cell line: SW-620. Synergy scores: CSS=6.81, Synergy_ZIP=-4.17, Synergy_Bliss=-1.41, Synergy_Loewe=-2.15, Synergy_HSA=-2.40. (3) Drug 1: COC1=CC(=CC(=C1O)OC)C2C3C(COC3=O)C(C4=CC5=C(C=C24)OCO5)OC6C(C(C7C(O6)COC(O7)C8=CC=CS8)O)O. Drug 2: CC1=C(N=C(N=C1N)C(CC(=O)N)NCC(C(=O)N)N)C(=O)NC(C(C2=CN=CN2)OC3C(C(C(C(O3)CO)O)O)OC4C(C(C(C(O4)CO)O)OC(=O)N)O)C(=O)NC(C)C(C(C)C(=O)NC(C(C)O)C(=O)NCCC5=NC(=CS5)C6=NC(=CS6)C(=O)NCCC[S+](C)C)O. Cell line: OVCAR3. Synergy scores: CSS=32.7, Synergy_ZIP=-1.79, Synergy_Bliss=4.57, Synergy_Loewe=2.29, Synergy_HSA=5.86.